From a dataset of Catalyst prediction with 721,799 reactions and 888 catalyst types from USPTO. Predict which catalyst facilitates the given reaction. (1) Reactant: [F:1][C:2]([F:10])([F:9])[CH:3]([OH:8])[C:4]([F:7])([F:6])[F:5].Cl[C:12](Cl)([O:14]C(=O)OC(Cl)(Cl)Cl)Cl.C(N(CC)C(C)C)(C)C.[Cl:32][C:33]1[CH:38]=[CH:37][C:36]([N:39]2[CH2:44][CH2:43][O:42][CH2:41][CH2:40]2)=[C:35]([CH2:45][N:46]2[CH2:51][CH2:50][NH:49][CH2:48][CH2:47]2)[CH:34]=1. Product: [Cl:32][C:33]1[CH:38]=[CH:37][C:36]([N:39]2[CH2:44][CH2:43][O:42][CH2:41][CH2:40]2)=[C:35]([CH2:45][N:46]2[CH2:47][CH2:48][N:49]([C:12]([O:8][CH:3]([C:4]([F:7])([F:6])[F:5])[C:2]([F:10])([F:9])[F:1])=[O:14])[CH2:50][CH2:51]2)[CH:34]=1. The catalyst class is: 229. (2) Reactant: [H-].[Na+].[NH:3]1[CH:7]=[CH:6][N:5]=[CH:4]1.[C:8](=[S:10])=[S:9].[CH3:11]I. Product: [CH3:11][S:9][C:8]([N:3]1[CH:7]=[CH:6][N:5]=[CH:4]1)=[S:10]. The catalyst class is: 20. (3) Reactant: [CH3:1][O:2][C:3]1[CH:4]=[C:5]([CH:9]=[CH:10][C:11]=1[O:12][CH3:13])[C:6]([OH:8])=O.CCN=C=NCCCN(C)C.C[O:26][C:27](=[O:78])[C@@H:28]([NH:45][C:46]([C@@H:48]1[CH2:57][C:56]2[CH:55]=[C:54]3[O:58][CH2:59][C@H:60]([C:62]4[CH:67]=[CH:66][C:65]([O:68][CH2:69][C:70]5[CH:75]=[CH:74][C:73]([Cl:76])=[C:72]([Cl:77])[CH:71]=5)=[CH:64][CH:63]=4)[O:61][C:53]3=[CH:52][C:51]=2[CH2:50][NH:49]1)=[O:47])[CH2:29][C:30]1[CH:35]=[CH:34][C:33]([O:36][C:37]2[CH:42]=[CH:41][N:40]=[C:39]([CH3:43])[C:38]=2[CH3:44])=[CH:32][CH:31]=1. Product: [Cl:77][C:72]1[CH:71]=[C:70]([CH:75]=[CH:74][C:73]=1[Cl:76])[CH2:69][O:68][C:65]1[CH:66]=[CH:67][C:62]([C@H:60]2[CH2:59][O:58][C:54]3=[CH:55][C:56]4[CH2:57][C@@H:48]([C:46]([NH:45][C@@H:28]([CH2:29][C:30]5[CH:35]=[CH:34][C:33]([O:36][C:37]6[CH:42]=[CH:41][N:40]=[C:39]([CH3:43])[C:38]=6[CH3:44])=[CH:32][CH:31]=5)[C:27]([OH:78])=[O:26])=[O:47])[N:49]([C:6](=[O:8])[C:5]5[CH:9]=[CH:10][C:11]([O:12][CH3:13])=[C:3]([O:2][CH3:1])[CH:4]=5)[CH2:50][C:51]=4[CH:52]=[C:53]3[O:61]2)=[CH:63][CH:64]=1. The catalyst class is: 2.